Dataset: Full USPTO retrosynthesis dataset with 1.9M reactions from patents (1976-2016). Task: Predict the reactants needed to synthesize the given product. Given the product [CH3:23][CH:11]([C:12]([C:14]1[CH:15]=[CH:16][C:17]([Br:20])=[CH:18][CH:19]=1)=[O:13])[S:10][C:2]1[NH:1][C:5]2[CH:6]=[CH:7][CH:8]=[CH:9][C:4]=2[N:3]=1, predict the reactants needed to synthesize it. The reactants are: [N:1]1[C:5]2[CH:6]=[CH:7][CH:8]=[CH:9][C:4]=2[NH:3][C:2]=1[S:10][CH2:11][C:12]([C:14]1[CH:19]=[CH:18][C:17]([Br:20])=[CH:16][CH:15]=1)=[O:13].[OH-].[Na+].[CH3:23]I.